Dataset: Full USPTO retrosynthesis dataset with 1.9M reactions from patents (1976-2016). Task: Predict the reactants needed to synthesize the given product. (1) Given the product [Cl:34][C:29]1[CH:28]=[C:27]([CH:32]=[CH:31][C:30]=1[Cl:33])[C:26]([NH:25][C:17]1[C:18]2[CH2:22][N:21]([C:44]([C:37]3([F:36])[CH2:42][CH2:41][N:40]([CH3:43])[CH2:39][CH2:38]3)=[O:45])[C:20]([CH3:24])([CH3:23])[C:19]=2[NH:15][N:16]=1)=[O:35], predict the reactants needed to synthesize it. The reactants are: CCN(C(C)C)C(C)C.C(OC([N:15]1[C:19]2[C:20]([CH3:24])([CH3:23])[NH:21][CH2:22][C:18]=2[C:17]([NH:25][C:26](=[O:35])[C:27]2[CH:32]=[CH:31][C:30]([Cl:33])=[C:29]([Cl:34])[CH:28]=2)=[N:16]1)=O)C.[F:36][C:37]1([C:44](Cl)=[O:45])[CH2:42][CH2:41][N:40]([CH3:43])[CH2:39][CH2:38]1. (2) Given the product [C:1]([C:3]1[CH:8]=[CH:7][C:6]([N:9]2[CH2:10][CH2:11][N:12]([C:15]([C:17]3[CH:18]=[C:19]([S:24]([NH2:27])(=[O:25])=[O:26])[CH:20]=[CH:21][C:22]=3[O:23][CH2:29][CH:30]([CH3:33])[CH3:31])=[O:16])[CH2:13][CH2:14]2)=[CH:5][C:4]=1[F:28])#[N:2], predict the reactants needed to synthesize it. The reactants are: [C:1]([C:3]1[CH:8]=[CH:7][C:6]([N:9]2[CH2:14][CH2:13][N:12]([C:15]([C:17]3[CH:18]=[C:19]([S:24]([NH2:27])(=[O:26])=[O:25])[CH:20]=[CH:21][C:22]=3[OH:23])=[O:16])[CH2:11][CH2:10]2)=[CH:5][C:4]=1[F:28])#[N:2].[CH3:29][CH:30]([CH3:33])[CH2:31]O.C1(P(C2C=CC=CC=2)C2C=CC=CN=2)C=CC=CC=1.N(C(OC(C)(C)C)=O)=NC(OC(C)(C)C)=O. (3) Given the product [NH2:50][C@H:47]1[CH2:48][CH2:49][C@H:44]([NH:51][C:2]2[CH:3]=[C:4]([N:28]([CH2:35][C:36]3[CH:41]=[CH:40][C:39]([O:42][CH3:43])=[CH:38][CH:37]=3)[C:29]3[CH:34]=[CH:33][CH:32]=[CH:31][CH:30]=3)[C:5]3[N:6]([C:8]([C:11]([NH:13][C:14]4[CH:19]=[CH:18][CH:17]=[C:16]([C:20]5[N:24]=[C:23]([CH:25]([CH3:27])[CH3:26])[O:22][N:21]=5)[CH:15]=4)=[O:12])=[CH:9][N:10]=3)[N:7]=2)[CH2:45][CH2:46]1, predict the reactants needed to synthesize it. The reactants are: Cl[C:2]1[CH:3]=[C:4]([N:28]([CH2:35][C:36]2[CH:41]=[CH:40][C:39]([O:42][CH3:43])=[CH:38][CH:37]=2)[C:29]2[CH:34]=[CH:33][CH:32]=[CH:31][CH:30]=2)[C:5]2[N:6]([C:8]([C:11]([NH:13][C:14]3[CH:19]=[CH:18][CH:17]=[C:16]([C:20]4[N:24]=[C:23]([CH:25]([CH3:27])[CH3:26])[O:22][N:21]=4)[CH:15]=3)=[O:12])=[CH:9][N:10]=2)[N:7]=1.[CH:44]1([NH2:51])[CH2:49][CH2:48][CH:47]([NH2:50])[CH2:46][CH2:45]1. (4) The reactants are: [O:1]1[C:5]2([CH2:10][CH2:9][C:8](=[N:11][OH:12])[CH2:7][CH2:6]2)[O:4][CH2:3][CH2:2]1.[CH2:13](Br)[CH:14]=[CH2:15].C(=O)([O-])[O-].[K+].[K+]. Given the product [CH2:15]([O:12][N:11]=[C:8]1[CH2:7][CH2:6][C:5]2([O:4][CH2:3][CH2:2][O:1]2)[CH2:10][CH2:9]1)[CH:14]=[CH2:13], predict the reactants needed to synthesize it.